Predict the reaction yield, written as a fraction of the theoretical maximum amount of product (1.0 means a 100% yield; for example, 0.34 means a 34% yield). From a dataset of Reaction yield outcomes from USPTO patents with 853,638 reactions. The reactants are [C:1]1([NH:7][NH:8][C:9]2[CH:14]=[CH:13][CH:12]=[CH:11][CH:10]=2)[CH:6]=[CH:5][CH:4]=[CH:3][CH:2]=1.[CH2:15]([CH:18]([C:24](OCC)=[O:25])[C:19](OCC)=[O:20])[CH:16]=[CH2:17].[Na]. No catalyst specified. The product is [CH2:15]([CH:18]1[C:19](=[O:20])[N:7]([C:1]2[CH:2]=[CH:3][CH:4]=[CH:5][CH:6]=2)[N:8]([C:9]2[CH:14]=[CH:13][CH:12]=[CH:11][CH:10]=2)[C:24]1=[O:25])[CH:16]=[CH2:17]. The yield is 0.300.